This data is from Reaction yield outcomes from USPTO patents with 853,638 reactions. The task is: Predict the reaction yield, written as a fraction of the theoretical maximum amount of product (1.0 means a 100% yield; for example, 0.34 means a 34% yield). (1) The reactants are [C:1]([O:5][CH2:6][CH2:7][N:8]1[CH2:12][CH2:11][CH2:10][C@@H:9]1[CH2:13][O:14][C:15]1[C:16]([O:28][CH3:29])=[CH:17][C:18]([C:26]#[N:27])=[C:19]([N:21]=[CH:22]N(C)C)[CH:20]=1)([CH3:4])([CH3:3])[CH3:2].[NH2:30][C:31]1[CH:35]=[C:34]([CH2:36][C:37]([OH:39])=[O:38])[NH:33][N:32]=1. The catalyst is C(O)(=O)C. The product is [C:1]([O:5][CH2:6][CH2:7][N:8]1[CH2:12][CH2:11][CH2:10][C@@H:9]1[CH2:13][O:14][C:15]1[CH:20]=[C:19]2[C:18]([C:26]([NH:30][C:31]3[CH:35]=[C:34]([CH2:36][C:37]([OH:39])=[O:38])[NH:33][N:32]=3)=[N:27][CH:22]=[N:21]2)=[CH:17][C:16]=1[O:28][CH3:29])([CH3:2])([CH3:4])[CH3:3]. The yield is 0.470. (2) The reactants are Br[C:2]1[CH:3]=[C:4]([C:17]([CH3:21])([CH3:20])[C:18]#[N:19])[CH:5]=[C:6]([C:8]2[CH:13]=[CH:12][N:11]=[C:10]3[NH:14][N:15]=[CH:16][C:9]=23)[CH:7]=1.[C:22]1(B(O)O)[CH:27]=[CH:26][CH:25]=[CH:24][CH:23]=1.COCCOC.C(=O)([O-])[O-].[Na+].[Na+]. The catalyst is C(OCC)(=O)C.O.C1C=CC([P]([Pd]([P](C2C=CC=CC=2)(C2C=CC=CC=2)C2C=CC=CC=2)([P](C2C=CC=CC=2)(C2C=CC=CC=2)C2C=CC=CC=2)[P](C2C=CC=CC=2)(C2C=CC=CC=2)C2C=CC=CC=2)(C2C=CC=CC=2)C2C=CC=CC=2)=CC=1. The product is [NH:14]1[C:10]2=[N:11][CH:12]=[CH:13][C:8]([C:6]3[CH:5]=[C:4]([C:17]([CH3:21])([CH3:20])[C:18]#[N:19])[CH:3]=[C:2]([C:22]4[CH:27]=[CH:26][CH:25]=[CH:24][CH:23]=4)[CH:7]=3)=[C:9]2[CH:16]=[N:15]1. The yield is 0.340. (3) The reactants are [H-].[Na+].[F:3][CH:4]([C:10]([O:12]CC)=O)[C:5]([O:7]CC)=O.Br.[O:16]1[CH2:21][CH2:20][N:19]([C:22]([NH2:24])=[NH:23])[CH2:18][CH2:17]1. The catalyst is CCO. The product is [F:3][C:4]1[C:5]([OH:7])=[N:23][C:22]([N:19]2[CH2:20][CH2:21][O:16][CH2:17][CH2:18]2)=[N:24][C:10]=1[OH:12]. The yield is 0.120. (4) The reactants are [Br:1][C:2]1[CH:3]=[N:4][NH:5][C:6]=1[NH2:7].[CH2:8]([CH:10]([C:16](=O)[CH3:17])[C:11](OCC)=[O:12])[CH3:9]. The catalyst is CC(O)=O. The product is [Br:1][C:2]1[CH:3]=[N:4][N:5]2[C:11](=[O:12])[C:10]([CH2:16][CH3:17])=[C:8]([CH3:9])[NH:7][C:6]=12. The yield is 0.670. (5) The yield is 0.840. The reactants are C(Cl)CCl.[NH2:5][C:6]1[N:11]=[CH:10][C:9](/[CH:12]=[CH:13]/[C:14]([OH:16])=O)=[CH:8][CH:7]=1.[CH3:17][NH:18][CH2:19][C:20]1[NH:21][C:22]2[C:27]([C:28]=1[C:29]#[N:30])=[CH:26][CH:25]=[CH:24][CH:23]=2.C1C=CC2N(O)N=NC=2C=1.CCN(C(C)C)C(C)C. The product is [NH2:5][C:6]1[N:11]=[CH:10][C:9]([CH:12]=[CH:13][C:14]([N:18]([CH2:19][C:20]2[NH:21][C:22]3[C:27]([C:28]=2[C:29]#[N:30])=[CH:26][CH:25]=[CH:24][CH:23]=3)[CH3:17])=[O:16])=[CH:8][CH:7]=1. The catalyst is CN(C=O)C.O. (6) The reactants are [C:1]([O:5][C:6](=[O:33])[NH:7][C@H:8]([C:12]1[CH:17]=[C:16]([C:18]2[N:22]([CH:23]([F:25])[F:24])[N:21]=[CH:20][C:19]=2[NH:26][C:27](=[O:32])[CH:28](C)[CH:29]=C)[CH:15]=[CH:14][N:13]=1)[CH2:9][CH:10]=[CH2:11])([CH3:4])([CH3:3])[CH3:2]. The catalyst is CCOC(C)=O.Cl[Ru](=C1N(C2C(C)=CC(C)=CC=2C)CCN1C1C(C)=CC(C)=CC=1C)(Cl)(=CC1C=CC=CC=1)[P](C1CCCCC1)(C1CCCCC1)C1CCCCC1. The product is [F:24][CH:23]([F:25])[N:22]1[N:21]=[CH:20][C:19]2[NH:26][C:27](=[O:32])[C@H:28]([CH3:29])[CH:11]=[CH:10][CH2:9][C@H:8]([NH:7][C:6](=[O:33])[O:5][C:1]([CH3:3])([CH3:2])[CH3:4])[C:12]3[CH:17]=[C:16]([CH:15]=[CH:14][N:13]=3)[C:18]1=2.[F:24][CH:23]([F:25])[N:22]1[N:21]=[CH:20][C:19]2[NH:26][C:27](=[O:32])[C@@H:28]([CH3:29])[CH:11]=[CH:10][CH2:9][C@H:8]([NH:7][C:6](=[O:33])[O:5][C:1]([CH3:3])([CH3:2])[CH3:4])[C:12]3[CH:17]=[C:16]([CH:15]=[CH:14][N:13]=3)[C:18]1=2. The yield is 0.200. (7) The reactants are [F:1][C:2]1[CH:7]=[CH:6][C:5]([C:8]2[C:12](/[CH:13]=[CH:14]/[C:15]3[CH:16]=[C:17]([C:20]([OH:22])=O)[NH:18][N:19]=3)=[C:11]([CH3:23])[O:10][N:9]=2)=[CH:4][CH:3]=1.[CH2:24]([NH2:26])[CH3:25]. No catalyst specified. The product is [CH2:24]([NH:26][C:20]([C:17]1[NH:18][N:19]=[C:15](/[CH:14]=[CH:13]/[C:12]2[C:8]([C:5]3[CH:4]=[CH:3][C:2]([F:1])=[CH:7][CH:6]=3)=[N:9][O:10][C:11]=2[CH3:23])[CH:16]=1)=[O:22])[CH3:25]. The yield is 0.330. (8) The reactants are [F:1][C:2]1[CH:3]=[C:4]2[C:8](=[CH:9][CH:10]=1)[NH:7][C:6](=[O:11])[CH2:5]2.C[Si]([N-][Si](C)(C)C)(C)C.[Li+].[CH2:22]([CH:24]1[C:32]2[C:27](=[N:28][CH:29]=[CH:30][CH:31]=2)[C:26](=O)[O:25]1)[CH3:23].Cl. The catalyst is C1COCC1. The product is [CH2:22]([CH:24]1[C:32]2[C:27](=[N:28][CH:29]=[CH:30][CH:31]=2)[C:26](=[C:5]2[C:4]3[C:8](=[CH:9][CH:10]=[C:2]([F:1])[CH:3]=3)[NH:7][C:6]2=[O:11])[O:25]1)[CH3:23]. The yield is 0.160. (9) The reactants are [CH:1]1([N:7]2[C:12]([OH:13])=[C:11]([C:14]([NH:16][CH2:17][C:18]([O:20]CC)=[O:19])=[O:15])[C:10](=[O:23])[NH:9][C:8]2=[O:24])[CH2:6][CH2:5][CH2:4][CH2:3][CH2:2]1.C(=O)([O-])[O-].[K+].[K+].[F:31][C:32]([F:46])([F:45])[C:33]1[CH:40]=[C:39]([C:41]([F:44])([F:43])[F:42])[CH:38]=[CH:37][C:34]=1[CH2:35]Br.Cl. The catalyst is CC(N(C)C)=O. The product is [F:31][C:32]([F:45])([F:46])[C:33]1[CH:40]=[C:39]([C:41]([F:42])([F:43])[F:44])[CH:38]=[CH:37][C:34]=1[CH2:35][N:9]1[C:10](=[O:23])[C:11]([C:14]([NH:16][CH2:17][C:18]([OH:20])=[O:19])=[O:15])=[C:12]([OH:13])[N:7]([CH:1]2[CH2:2][CH2:3][CH2:4][CH2:5][CH2:6]2)[C:8]1=[O:24]. The yield is 0.340. (10) The reactants are [F:1][C:2]1[CH:8]=[C:7]([O:9][C:10]2[CH:15]=[CH:14][N:13]=[C:12]([C:16]3[CH:17]=[N:18][N:19]([CH3:21])[CH:20]=3)[CH:11]=2)[C:6]([F:22])=[CH:5][C:3]=1[NH2:4].C([O-])([O-])=O.[K+].[K+].[F:29][C:30]1[CH:35]=[CH:34][C:33]([N:36]2[CH:41]=[CH:40][CH:39]=[C:38]([C:42](Cl)=[O:43])[C:37]2=[O:45])=[CH:32][CH:31]=1. The catalyst is CCOC(C)=O.O.C(Cl)Cl. The product is [F:1][C:2]1[CH:8]=[C:7]([O:9][C:10]2[CH:15]=[CH:14][N:13]=[C:12]([C:16]3[CH:17]=[N:18][N:19]([CH3:21])[CH:20]=3)[CH:11]=2)[C:6]([F:22])=[CH:5][C:3]=1[NH:4][C:42]([C:38]1[C:37](=[O:45])[N:36]([C:33]2[CH:32]=[CH:31][C:30]([F:29])=[CH:35][CH:34]=2)[CH:41]=[CH:40][CH:39]=1)=[O:43]. The yield is 0.720.